Dataset: PAMPA (Parallel Artificial Membrane Permeability Assay) permeability data from NCATS. Task: Regression/Classification. Given a drug SMILES string, predict its absorption, distribution, metabolism, or excretion properties. Task type varies by dataset: regression for continuous measurements (e.g., permeability, clearance, half-life) or binary classification for categorical outcomes (e.g., BBB penetration, CYP inhibition). Dataset: pampa_ncats. (1) The drug is CC1=C(C=C(C=C1)NS(=O)(=O)C2=C(NC(=C2C(=O)N3CCCC3)C)C)Cl. The result is 1 (high permeability). (2) The molecule is C1=CC=C2C=C(C=CC2=C1)C(=O)NC3=CC=C(C=C3)C(=O)NC4=NC=CS4. The result is 1 (high permeability). (3) The drug is CC1(C=CC2=C3C(=C(C(=C2O1)CCC(=O)O)OC)C=CC(O3)(C)C)C. The result is 1 (high permeability). (4) The compound is CC1=C(C=C(C=C1)NC2=C(C(=O)C3=CC=CC=C32)C4=CC=C(C=C4)C(F)(F)F)F. The result is 0 (low-to-moderate permeability). (5) The molecule is CCN(CC)C(=O)C1=CC(=C(C=C1)O)OC. The result is 1 (high permeability). (6) The compound is COC1=NC=C(C=C1)CN2CCNC3=CC(=NC=C3C2)NC4=CC=CC=C4. The result is 1 (high permeability). (7) The compound is C1=CC=C2C(=C1)C(=O)N(C2=O)CC3=CC(=C(C(=C3)Cl)O)N. The result is 1 (high permeability). (8) The molecule is C1=CC=C(C(=C1)C2=NC=C(C(=N2)NCC3=CC=C(C=C3)N4C=CN=N4)F)C(F)F. The result is 1 (high permeability). (9) The molecule is C[C@@H]1CC(=O)NC2=CC=CC(=C2N1)C3=CN(N=C3)C(C)(C)C. The result is 1 (high permeability).